From a dataset of Full USPTO retrosynthesis dataset with 1.9M reactions from patents (1976-2016). Predict the reactants needed to synthesize the given product. Given the product [CH3:1][C:2]1[CH:7]=[CH:6][C:5]([S:8]([O:11][CH2:12][CH:13]2[CH2:17][C:16]3[CH:18]=[C:19]([F:23])[CH:20]=[C:21]([C:26]4[CH:27]=[CH:28][CH:29]=[CH:30][C:25]=4[CH3:24])[C:15]=3[O:14]2)(=[O:10])=[O:9])=[CH:4][CH:3]=1, predict the reactants needed to synthesize it. The reactants are: [CH3:1][C:2]1[CH:7]=[CH:6][C:5]([S:8]([O:11][CH2:12][CH:13]2[CH2:17][C:16]3[CH:18]=[C:19]([F:23])[CH:20]=[C:21](Br)[C:15]=3[O:14]2)(=[O:10])=[O:9])=[CH:4][CH:3]=1.[CH3:24][C:25]1[CH:30]=[CH:29][CH:28]=[CH:27][C:26]=1B(O)O.C(=O)([O-])[O-].[K+].[K+].